From a dataset of Peptide-MHC class I binding affinity with 185,985 pairs from IEDB/IMGT. Regression. Given a peptide amino acid sequence and an MHC pseudo amino acid sequence, predict their binding affinity value. This is MHC class I binding data. (1) The peptide sequence is KQINPPTVY. The MHC is HLA-A30:01 with pseudo-sequence HLA-A30:01. The binding affinity (normalized) is 0.0847. (2) The peptide sequence is FTFDLTALK. The MHC is HLA-A25:01 with pseudo-sequence HLA-A25:01. The binding affinity (normalized) is 0.0847. (3) The peptide sequence is SNFTSTTVK. The MHC is HLA-A02:01 with pseudo-sequence HLA-A02:01. The binding affinity (normalized) is 0.102. (4) The peptide sequence is EDDDLVGV. The MHC is Mamu-A11 with pseudo-sequence Mamu-A11. The binding affinity (normalized) is 0.106. (5) The peptide sequence is RPRQRGIPF. The MHC is HLA-B15:42 with pseudo-sequence HLA-B15:42. The binding affinity (normalized) is 0.213.